From a dataset of Peptide-MHC class I binding affinity with 185,985 pairs from IEDB/IMGT. Regression. Given a peptide amino acid sequence and an MHC pseudo amino acid sequence, predict their binding affinity value. This is MHC class I binding data. (1) The peptide sequence is TLFYCDERDA. The MHC is HLA-A02:06 with pseudo-sequence HLA-A02:06. The binding affinity (normalized) is 0.0872. (2) The peptide sequence is TIERIFNAK. The MHC is HLA-A68:01 with pseudo-sequence HLA-A68:01. The binding affinity (normalized) is 0.724. (3) The peptide sequence is YFISIYSRPK. The MHC is HLA-A68:01 with pseudo-sequence HLA-A68:01. The binding affinity (normalized) is 0.702. (4) The binding affinity (normalized) is 0.0847. The peptide sequence is TTSDFFVNY. The MHC is HLA-B48:01 with pseudo-sequence HLA-B48:01. (5) The peptide sequence is PKVPLRTM. The MHC is Mamu-B03 with pseudo-sequence Mamu-B03. The binding affinity (normalized) is 0.0153. (6) The peptide sequence is SSPRHTEA. The MHC is H-2-Kb with pseudo-sequence H-2-Kb. The binding affinity (normalized) is 0.0169. (7) The peptide sequence is NLPSKPVWL. The MHC is HLA-B15:09 with pseudo-sequence HLA-B15:09. The binding affinity (normalized) is 0.0847. (8) The peptide sequence is GVQEDAASL. The MHC is Patr-B0101 with pseudo-sequence Patr-B0101. The binding affinity (normalized) is 0.0669.